Dataset: Forward reaction prediction with 1.9M reactions from USPTO patents (1976-2016). Task: Predict the product of the given reaction. Given the reactants C(Cl)(=O)C(Cl)=O.CS(C)=O.[F:11][CH:12]([F:33])[O:13][C:14]1[CH:19]=[CH:18][C:17]([CH:20]([OH:32])[CH:21]2[CH2:24][N:23]([C:25]([O:27][C:28]([CH3:31])([CH3:30])[CH3:29])=[O:26])[CH2:22]2)=[CH:16][CH:15]=1.C(N(CC)CC)C, predict the reaction product. The product is: [F:33][CH:12]([F:11])[O:13][C:14]1[CH:19]=[CH:18][C:17]([C:20]([CH:21]2[CH2:24][N:23]([C:25]([O:27][C:28]([CH3:29])([CH3:30])[CH3:31])=[O:26])[CH2:22]2)=[O:32])=[CH:16][CH:15]=1.